This data is from Forward reaction prediction with 1.9M reactions from USPTO patents (1976-2016). The task is: Predict the product of the given reaction. Given the reactants [OH:1][C:2]1[CH:3]=[C:4]([O:11][C@@H:12]([C@H:14]2[CH2:18][NH:17][C:16](=[O:19])[CH2:15]2)[CH3:13])[C:5]2[S:9][CH:8]=[N:7][C:6]=2[CH:10]=1.CCN(CC)CC.C1(N([S:34]([C:37]([F:40])([F:39])[F:38])(=[O:36])=[O:35])[S:34]([C:37]([F:40])([F:39])[F:38])(=[O:36])=[O:35])C=CC=CC=1, predict the reaction product. The product is: [F:38][C:37]([F:40])([F:39])[S:34]([O:1][C:2]1[CH:3]=[C:4]([O:11][C@@H:12]([C@@H:14]2[CH2:15][C:16](=[O:19])[NH:17][CH2:18]2)[CH3:13])[C:5]2[S:9][CH:8]=[N:7][C:6]=2[CH:10]=1)(=[O:36])=[O:35].